From a dataset of Reaction yield outcomes from USPTO patents with 853,638 reactions. Predict the reaction yield, written as a fraction of the theoretical maximum amount of product (1.0 means a 100% yield; for example, 0.34 means a 34% yield). (1) The reactants are [F:1][C:2]1[CH:41]=[C:40]([F:42])[CH:39]=[CH:38][C:3]=1[O:4][C:5]1[C:10]2[NH:11][C:12](=[O:14])[NH:13][C:9]=2[C:8]([CH:15]=O)=[CH:7][C:6]=1[C:17]1[C:18]2[CH:27]=[CH:26][N:25]([S:28]([C:31]3[CH:36]=[CH:35][C:34]([CH3:37])=[CH:33][CH:32]=3)(=[O:30])=[O:29])[C:19]=2[C:20](=[O:24])[N:21]([CH3:23])[CH:22]=1.[NH2:43][CH2:44][CH2:45][N:46]1[CH2:51][CH2:50][O:49][CH2:48][CH2:47]1.C([BH3-])#N.[Na+]. The catalyst is CO.C(Cl)Cl.C(#N)C.O. The product is [F:1][C:2]1[CH:41]=[C:40]([F:42])[CH:39]=[CH:38][C:3]=1[O:4][C:5]1[C:10]2[NH:11][C:12](=[O:14])[NH:13][C:9]=2[C:8]([CH2:15][NH:43][CH2:44][CH2:45][N:46]2[CH2:51][CH2:50][O:49][CH2:48][CH2:47]2)=[CH:7][C:6]=1[C:17]1[C:18]2[CH:27]=[CH:26][N:25]([S:28]([C:31]3[CH:36]=[CH:35][C:34]([CH3:37])=[CH:33][CH:32]=3)(=[O:30])=[O:29])[C:19]=2[C:20](=[O:24])[N:21]([CH3:23])[CH:22]=1. The yield is 0.400. (2) The reactants are C(N(CC)CC)C.[C:8](=[O:23])([O:17][CH:18]1[CH2:22][CH2:21][O:20][CH2:19]1)ON1C(=O)CCC1=O.Cl.[CH3:25][C@@H:26]1[CH2:31][NH:30][CH2:29][CH2:28][N:27]1[C:32]1[N:37]=[CH:36][C:35]([O:38][CH2:39][C:40]2[CH:45]=[CH:44][C:43]([S:46]([CH3:49])(=[O:48])=[O:47])=[CH:42][CH:41]=2)=[CH:34][N:33]=1. The catalyst is C(Cl)Cl. The product is [CH3:25][CH:26]1[N:27]([C:32]2[N:37]=[CH:36][C:35]([O:38][CH2:39][C:40]3[CH:45]=[CH:44][C:43]([S:46]([CH3:49])(=[O:48])=[O:47])=[CH:42][CH:41]=3)=[CH:34][N:33]=2)[CH2:28][CH2:29][N:30]([C:8]([O:17][C@@H:18]2[CH2:22][CH2:21][O:20][CH2:19]2)=[O:23])[CH2:31]1. The yield is 0.780. (3) The catalyst is CN(C=O)C. The product is [CH:18]([C:17]1[NH:6][C:7]2[C:8]([CH:16]=1)=[CH:9][C:10]([N+:13]([O-:15])=[O:14])=[CH:11][CH:12]=2)([CH3:24])[CH3:19]. The reactants are C([NH:6][C:7]1[CH:12]=[CH:11][C:10]([N+:13]([O-:15])=[O:14])=[CH:9][C:8]=1[C:16]#[C:17][C:18]([CH3:24])(C)[C:19](OC)=O)(=O)CCC.CCCC[N+](CCCC)(CCCC)CCCC.[F-]. The yield is 0.330.